Dataset: Catalyst prediction with 721,799 reactions and 888 catalyst types from USPTO. Task: Predict which catalyst facilitates the given reaction. The catalyst class is: 3. Product: [N:14]1[CH:19]=[CH:18][CH:17]=[C:16]([O:20][C:4]2[CH:5]=[C:6]([C:12]#[N:13])[C:7](=[CH:10][CH:11]=2)[C:8]#[N:9])[CH:15]=1. Reactant: [N+]([C:4]1[CH:5]=[C:6]([C:12]#[N:13])[C:7](=[CH:10][CH:11]=1)[C:8]#[N:9])([O-])=O.[N:14]1[CH:19]=[CH:18][CH:17]=[C:16]([OH:20])[CH:15]=1.C([O-])([O-])=O.[K+].[K+].